Task: Predict the product of the given reaction.. Dataset: Forward reaction prediction with 1.9M reactions from USPTO patents (1976-2016) (1) Given the reactants [H-].[Na+].[C:3]([O:9][CH2:10][C:11]1[CH:16]=[CH:15][CH:14]=[CH:13][CH:12]=1)(=[O:8])[CH2:4][C:5]([CH3:7])=O.[H][H].I[C:20]1[CH:25]=[C:24]([N+:26]([O-:28])=[O:27])[CH:23]=[CH:22][C:21]=1[NH2:29].N1C2C(=CC=CC=2)C=C1.[N+](C1C=CC(N)=CC=1)([O-])=O, predict the reaction product. The product is: [CH2:10]([O:9][C:3]([C:4]1[C:20]2[C:21](=[CH:22][CH:23]=[C:24]([N+:26]([O-:28])=[O:27])[CH:25]=2)[NH:29][C:5]=1[CH3:7])=[O:8])[C:11]1[CH:16]=[CH:15][CH:14]=[CH:13][CH:12]=1. (2) The product is: [CH2:32]([O:39][CH2:40][C:41]([N:43]([C:44]1[CH:45]=[CH:46][C:47]([NH:50][C:10]2[N:11]=[C:6]([NH:5][CH:1]3[CH2:4][CH2:3]3)[C:7]3[CH:31]=[CH:30][NH:29][C:8]=3[N:9]=2)=[CH:48][CH:49]=1)[CH3:51])=[O:42])[C:33]1[CH:34]=[CH:35][CH:36]=[CH:37][CH:38]=1. Given the reactants [CH:1]1([NH:5][C:6]2[C:7]3[CH:31]=[CH:30][NH:29][C:8]=3[N:9]=[C:10](NC3C=CC(S(N4CCC(O)CC4)(=O)=O)=CC=3)[N:11]=2)[CH2:4][CH2:3]C1.[CH2:32]([O:39][CH2:40][C:41]([N:43]([CH3:51])[C:44]1[CH:49]=[CH:48][C:47]([NH2:50])=[CH:46][CH:45]=1)=[O:42])[C:33]1[CH:38]=[CH:37][CH:36]=[CH:35][CH:34]=1, predict the reaction product. (3) Given the reactants [CH2:1]([O:3][C:4]1[CH:5]=[C:6]([C:20]2[CH:25]=[CH:24][C:23]([CH2:26][C:27]([OH:29])=[O:28])=[C:22]([F:30])[CH:21]=2)[CH:7]=[N:8][C:9]=1[O:10]CC1C=CC(OC)=CC=1)[CH3:2], predict the reaction product. The product is: [CH2:1]([O:3][C:4]1[C:9](=[O:10])[NH:8][CH:7]=[C:6]([C:20]2[CH:25]=[CH:24][C:23]([CH2:26][C:27]([OH:29])=[O:28])=[C:22]([F:30])[CH:21]=2)[CH:5]=1)[CH3:2]. (4) Given the reactants [C:1]1([CH:11]([C:14](=O)[CH3:15])[CH:12]=[O:13])[C:10]2[C:5](=[CH:6][CH:7]=[CH:8][CH:9]=2)[CH:4]=[CH:3][CH:2]=1.CO.Cl.[NH2:20]O, predict the reaction product. The product is: [CH3:15][C:14]1[C:11]([C:1]2[C:10]3[C:5](=[CH:6][CH:7]=[CH:8][CH:9]=3)[CH:4]=[CH:3][CH:2]=2)=[CH:12][O:13][N:20]=1. (5) Given the reactants [Cl:1][C:2]1[CH:3]=[CH:4][C:5]([CH2:8][O:9][C:10]2[CH:15]=[CH:14][N:13]([C:16]3[CH:21]=[CH:20][C:19]4[C:22]5[CH2:28][CH2:27][NH:26][CH2:25][CH2:24][C:23]=5[O:29][C:18]=4[CH:17]=3)[C:12](=[O:30])[CH:11]=2)=[N:6][CH:7]=1.Cl.CCOCC, predict the reaction product. The product is: [ClH:1].[Cl:1][C:2]1[CH:3]=[CH:4][C:5]([CH2:8][O:9][C:10]2[CH:15]=[CH:14][N:13]([C:16]3[CH:21]=[CH:20][C:19]4[C:22]5[CH2:28][CH2:27][NH:26][CH2:25][CH2:24][C:23]=5[O:29][C:18]=4[CH:17]=3)[C:12](=[O:30])[CH:11]=2)=[N:6][CH:7]=1. (6) Given the reactants [F:1][C:2]1[CH:7]=[CH:6][CH:5]=[C:4]([F:8])[C:3]=1[N:9]1[C:14]2[N:15]=[C:16](S(C)(=O)=O)[N:17]=[C:18]([C:19]3[CH:20]=[C:21]([CH:27]=[CH:28][C:29]=3[CH3:30])[C:22]([N:24]([CH3:26])[CH3:25])=[O:23])[C:13]=2[CH2:12][NH:11][C:10]1=[O:35].[CH3:36][N:37]1[CH2:42][CH2:41][NH:40][CH2:39][CH2:38]1, predict the reaction product. The product is: [NH4+:9].[OH-:23].[F:1][C:2]1[CH:7]=[CH:6][CH:5]=[C:4]([F:8])[C:3]=1[N:9]1[C:14]2[N:15]=[C:16]([N:40]3[CH2:41][CH2:42][N:37]([CH3:36])[CH2:38][CH2:39]3)[N:17]=[C:18]([C:19]3[CH:20]=[C:21]([CH:27]=[CH:28][C:29]=3[CH3:30])[C:22]([N:24]([CH3:26])[CH3:25])=[O:23])[C:13]=2[CH2:12][NH:11][C:10]1=[O:35]. (7) Given the reactants [CH2:1]([O:3][C:4]([C:6]1[CH:7]=[N:8][N:9]([CH2:11][C:12]([OH:14])=O)[CH:10]=1)=[O:5])[CH3:2].CN(C)CCCN=C=NCC.ON1C2C=CC=CC=2N=N1.[NH:36]([C:38]([O:40][C:41]([CH3:44])([CH3:43])[CH3:42])=[O:39])[NH2:37], predict the reaction product. The product is: [C:41]([O:40][C:38]([NH:36][NH:37][C:12](=[O:14])[CH2:11][N:9]1[CH:10]=[C:6]([C:4]([O:3][CH2:1][CH3:2])=[O:5])[CH:7]=[N:8]1)=[O:39])([CH3:44])([CH3:43])[CH3:42]. (8) Given the reactants NCC(N)C.[C:6]1([CH2:12][C@H:13]([NH2:16])[CH2:14][NH2:15])[CH:11]=[CH:10][CH:9]=[CH:8][CH:7]=1.[C:17]([NH:25][C:26]1[CH:27]=[C:28]([CH:32]=[CH:33][N:34]=1)[C:29](O)=O)(=[O:24])[C:18]1[CH:23]=[CH:22][CH:21]=[CH:20][CH:19]=1, predict the reaction product. The product is: [CH2:12]([CH:13]1[CH2:14][NH:15][C:29]([C:28]2[CH:32]=[CH:33][N:34]=[C:26]([NH:25][C:17](=[O:24])[C:18]3[CH:19]=[CH:20][CH:21]=[CH:22][CH:23]=3)[CH:27]=2)=[N:16]1)[C:6]1[CH:11]=[CH:10][CH:9]=[CH:8][CH:7]=1.